Predict the product of the given reaction. From a dataset of Forward reaction prediction with 1.9M reactions from USPTO patents (1976-2016). (1) The product is: [F:14][C:13]([F:16])([F:15])[C:9]1[CH:8]=[C:7]([C:5]2[CH:4]=[C:3]([C:2]([F:19])([F:18])[F:1])[N:22]3[N:23]=[CH:24][CH:25]=[C:21]3[N:20]=2)[CH:12]=[CH:11][CH:10]=1. Given the reactants [F:1][C:2]([F:19])([F:18])[C:3](=O)[CH2:4][C:5]([C:7]1[CH:12]=[CH:11][CH:10]=[C:9]([C:13]([F:16])([F:15])[F:14])[CH:8]=1)=O.[NH2:20][C:21]1[CH:25]=[CH:24][NH:23][N:22]=1, predict the reaction product. (2) Given the reactants [F:1][C:2]1[C:11]([F:12])=[C:10]2[C:5]([CH2:6][CH2:7][CH:8]([CH2:13][CH2:14][CH2:15][CH2:16][CH3:17])[O:9]2)=[C:4]2[CH:18]=[C:19]([CH3:21])[O:20][C:3]=12, predict the reaction product. The product is: [F:1][C:2]1[C:11]([F:12])=[C:10]2[C:5]([CH2:6][CH2:7][CH:8]([CH2:13][CH2:14][CH2:15][CH2:16][CH3:17])[O:9]2)=[C:4]2[CH2:18][CH:19]([CH3:21])[O:20][C:3]=12. (3) Given the reactants C[O:2][C:3](=[O:40])[CH2:4][CH2:5][NH:6][C:7](=[O:39])[C:8]1[CH:13]=[CH:12][C:11]([CH:14]([CH2:21][O:22][C:23]2[CH:28]=[CH:27][C:26]([C:29]3[CH:34]=[CH:33][C:32]([C:35]([F:38])([F:37])[F:36])=[CH:31][CH:30]=3)=[CH:25][CH:24]=2)[CH2:15][CH2:16][CH2:17][CH2:18][CH2:19][CH3:20])=[CH:10][CH:9]=1.[OH-].[Na+].Cl, predict the reaction product. The product is: [F:36][C:35]([F:37])([F:38])[C:32]1[CH:31]=[CH:30][C:29]([C:26]2[CH:27]=[CH:28][C:23]([O:22][CH2:21][CH:14]([C:11]3[CH:10]=[CH:9][C:8]([C:7]([NH:6][CH2:5][CH2:4][C:3]([OH:40])=[O:2])=[O:39])=[CH:13][CH:12]=3)[CH2:15][CH2:16][CH2:17][CH2:18][CH2:19][CH3:20])=[CH:24][CH:25]=2)=[CH:34][CH:33]=1. (4) Given the reactants [Cl:1][C:2]1[CH:22]=[CH:21][C:5]([CH2:6][N:7]2[C:15](=[O:16])[C:14]3[C:9](=[CH:10][CH:11]=[C:12]([C:17]([OH:19])=O)[CH:13]=3)[C:8]2=[O:20])=[CH:4][CH:3]=1.[N:23]1([CH2:28][CH2:29][CH2:30][NH2:31])[CH2:27][CH2:26][CH2:25][CH2:24]1, predict the reaction product. The product is: [Cl-:1].[Cl:1][C:2]1[CH:3]=[CH:4][C:5]([CH2:6][N:7]2[C:15](=[O:16])[C:14]3[C:9](=[CH:10][CH:11]=[C:12]([C:17]([NH:31][CH2:30][CH2:29][CH2:28][NH+:23]4[CH2:27][CH2:26][CH2:25][CH2:24]4)=[O:19])[CH:13]=3)[C:8]2=[O:20])=[CH:21][CH:22]=1.